Dataset: Reaction yield outcomes from USPTO patents with 853,638 reactions. Task: Predict the reaction yield, written as a fraction of the theoretical maximum amount of product (1.0 means a 100% yield; for example, 0.34 means a 34% yield). (1) The reactants are [CH3:1][S:2]([C:5]1[CH:6]=[CH:7][C:8]([S:14][CH2:15][C:16]([F:19])([F:18])[F:17])=[C:9]([CH:13]=1)[C:10]([OH:12])=O)(=[O:4])=[O:3].[N:20]1([C:26]2[N:31]=[CH:30][C:29]([C:32]([F:35])([F:34])[F:33])=[CH:28][N:27]=2)[CH2:25][CH2:24][NH:23][CH2:22][CH2:21]1. No catalyst specified. The product is [CH3:1][S:2]([C:5]1[CH:6]=[CH:7][C:8]([S:14][CH2:15][C:16]([F:19])([F:18])[F:17])=[C:9]([C:10]([N:23]2[CH2:24][CH2:25][N:20]([C:26]3[N:27]=[CH:28][C:29]([C:32]([F:35])([F:33])[F:34])=[CH:30][N:31]=3)[CH2:21][CH2:22]2)=[O:12])[CH:13]=1)(=[O:3])=[O:4]. The yield is 0.580. (2) The reactants are [F:1][C:2]1[C:3]2[N:4]([CH:12]=[CH:13][N:14]=2)[CH:5]=[CH:6][C:7]=1[C:8]([F:11])([F:10])[F:9].Br[C:16]1[CH:17]=[CH:18][C:19]([F:31])=[C:20]([C:22]2[C:23]([C:29]#[N:30])=[CH:24][CH:25]=[CH:26][C:27]=2[F:28])[CH:21]=1. No catalyst specified. The product is [F:28][C:27]1[CH:26]=[CH:25][CH:24]=[C:23]([C:29]#[N:30])[C:22]=1[C:20]1[CH:21]=[C:16]([C:12]2[N:4]3[CH:5]=[CH:6][C:7]([C:8]([F:9])([F:10])[F:11])=[C:2]([F:1])[C:3]3=[N:14][CH:13]=2)[CH:17]=[CH:18][C:19]=1[F:31]. The yield is 0.310. (3) The reactants are N1([O:10][C:11](=O)[C:12]([C:22]2[CH:27]=[CH:26][C:25]([O:28][C:29]3[CH:34]=[CH:33][C:32]([CH2:35][CH:36]4[S:40][C:39](=[O:41])[NH:38][C:37]4=[O:42])=[CH:31][CH:30]=3)=[CH:24][CH:23]=2)=[CH:13][C:14]2[CH:19]=[C:18]([CH3:20])[CH:17]=[C:16]([CH3:21])[CH:15]=2)C2C=CC=CC=2N=N1.[NH:44]1[CH2:49][CH2:48][O:47][CH2:46][CH2:45]1.C(O)(=O)CC(CC(O)=O)(C(O)=O)O. The catalyst is ClCCl. The product is [CH3:20][C:18]1[CH:19]=[C:14]([CH:13]=[C:12]([C:22]2[CH:27]=[CH:26][C:25]([O:28][C:29]3[CH:34]=[CH:33][C:32]([CH2:35][CH:36]4[S:40][C:39](=[O:41])[NH:38][C:37]4=[O:42])=[CH:31][CH:30]=3)=[CH:24][CH:23]=2)[C:11]([N:44]2[CH2:49][CH2:48][O:47][CH2:46][CH2:45]2)=[O:10])[CH:15]=[C:16]([CH3:21])[CH:17]=1. The yield is 0.860. (4) The reactants are [F:1][CH:2]([F:36])[O:3][C:4]1[CH:5]=[CH:6][C:7]([C:16]2[NH:33][C:19]3[CH:20]=[N:21][N:22](COCC[Si](C)(C)C)[C:23](=[O:24])[C:18]=3[C:17]=2[CH2:34][CH3:35])=[C:8]2[C:13]=1[O:12][C:11]([CH3:15])([CH3:14])[CH:10]=[CH:9]2.[Cl:37]C1C2C(=O)NN=CC=2N(COCC[Si](C)(C)C)C=1C1C=CC(OC(F)F)=C(OC2CC2)C=1. No catalyst specified. The product is [ClH:37].[F:36][CH:2]([F:1])[O:3][C:4]1[CH:5]=[CH:6][C:7]([C:16]2[NH:33][C:19]3[CH:20]=[N:21][NH:22][C:23](=[O:24])[C:18]=3[C:17]=2[CH2:34][CH3:35])=[C:8]2[C:13]=1[O:12][C:11]([CH3:15])([CH3:14])[CH:10]=[CH:9]2. The yield is 0.930. (5) The reactants are [F:1][C:2]1[CH:41]=[CH:40][C:5]([C:6]([NH:8][C:9]2[N:13]([C@H:14]3[CH2:19][CH2:18][C@@H:17]([C:20](=[O:25])[NH:21][CH:22]([CH3:24])[CH3:23])[CH2:16][CH2:15]3)[C:12]3[CH:26]=[C:27]([O:30]CC4C=CC(OC)=CC=4)[CH:28]=[CH:29][C:11]=3[N:10]=2)=[O:7])=[CH:4][CH:3]=1.C(O)(C(F)(F)F)=O. The catalyst is C(Cl)Cl. The product is [F:1][C:2]1[CH:3]=[CH:4][C:5]([C:6]([NH:8][C:9]2[N:13]([C@H:14]3[CH2:19][CH2:18][C@@H:17]([C:20](=[O:25])[NH:21][CH:22]([CH3:24])[CH3:23])[CH2:16][CH2:15]3)[C:12]3[CH:26]=[C:27]([OH:30])[CH:28]=[CH:29][C:11]=3[N:10]=2)=[O:7])=[CH:40][CH:41]=1. The yield is 0.840. (6) The catalyst is C(#N)C. The reactants are [C:1]([N:4]1[CH2:9][CH2:8][C:7]2[N:10]=[C:11]([C:13]3[CH:18]=[CH:17][C:16]([O:19][CH2:20][CH2:21][CH2:22]Cl)=[CH:15][CH:14]=3)[S:12][C:6]=2[CH2:5]1)(=[O:3])[CH3:2].[CH3:24][CH:25]1[CH2:29][CH2:28][CH2:27][NH:26]1.C(=O)([O-])[O-].[K+].[K+].[I-].[Na+]. The product is [C:1]([N:4]1[CH2:9][CH2:8][C:7]2[N:10]=[C:11]([C:13]3[CH:18]=[CH:17][C:16]([O:19][CH2:20][CH2:21][CH2:22][N:26]4[CH2:27][CH2:28][CH2:29][CH:25]4[CH3:24])=[CH:15][CH:14]=3)[S:12][C:6]=2[CH2:5]1)(=[O:3])[CH3:2]. The yield is 0.520.